This data is from Peptide-MHC class II binding affinity with 134,281 pairs from IEDB. The task is: Regression. Given a peptide amino acid sequence and an MHC pseudo amino acid sequence, predict their binding affinity value. This is MHC class II binding data. (1) The peptide sequence is RDGGQLRIPSLLHGG. The MHC is DRB1_0405 with pseudo-sequence DRB1_0405. The binding affinity (normalized) is 0.390. (2) The peptide sequence is AFIQDGDNLFPKV. The MHC is DRB1_0401 with pseudo-sequence DRB1_0401. The binding affinity (normalized) is 0.535.